Dataset: Forward reaction prediction with 1.9M reactions from USPTO patents (1976-2016). Task: Predict the product of the given reaction. Given the reactants [CH:1]12[CH2:10][CH:5]3[CH2:6][CH:7]([CH2:9][CH:3]([CH2:4]3)[CH:2]1[NH:11][C:12]([C:14]1[CH:15]=[N:16][N:17]([C:20]3[CH:25]=[CH:24][CH:23]=[CH:22][CH:21]=3)[C:18]=1Cl)=[O:13])[CH2:8]2.[NH2:26][CH2:27][C:28]1[CH:29]=[N:30][CH:31]=[CH:32][CH:33]=1, predict the reaction product. The product is: [CH:1]12[CH2:10][CH:5]3[CH2:6][CH:7]([CH2:9][CH:3]([CH2:4]3)[CH:2]1[NH:11][C:12]([C:14]1[CH:15]=[N:16][N:17]([C:20]3[CH:25]=[CH:24][CH:23]=[CH:22][CH:21]=3)[C:18]=1[NH:26][CH2:27][C:28]1[CH:29]=[N:30][CH:31]=[CH:32][CH:33]=1)=[O:13])[CH2:8]2.